This data is from Full USPTO retrosynthesis dataset with 1.9M reactions from patents (1976-2016). The task is: Predict the reactants needed to synthesize the given product. (1) Given the product [CH3:1][O:2][C:3]1[C:8]([N+:9]([O-:11])=[O:10])=[CH:7][CH:6]=[CH:5][C:4]=1[C:22]1[S:23][C:24]([CH3:30])=[C:25]([C:27]([OH:29])=[O:28])[N:26]=1, predict the reactants needed to synthesize it. The reactants are: [CH3:1][O:2][C:3]1[C:8]([N+:9]([O-:11])=[O:10])=[CH:7][CH:6]=[CH:5][C:4]=1B1OC(C)(C)C(C)(C)O1.Br[C:22]1[S:23][C:24]([CH3:30])=[C:25]([C:27]([OH:29])=[O:28])[N:26]=1.C(=O)([O-])[O-].[Na+].[Na+]. (2) Given the product [F:1][C:2]1[CH:7]=[CH:6][C:5]([C:8]2[CH:9]=[CH:10][CH:11]=[C:12]3[C:16]=2[N:15]([CH2:17][CH2:18][CH3:19])[N:14]=[C:13]3[C:20]2[CH:21]=[CH:22][C:23]([OH:26])=[CH:24][CH:25]=2)=[CH:4][CH:3]=1, predict the reactants needed to synthesize it. The reactants are: [F:1][C:2]1[CH:7]=[CH:6][C:5]([C:8]2[CH:9]=[CH:10][CH:11]=[C:12]3[C:16]=2[N:15]([CH2:17][CH2:18][CH3:19])[N:14]=[C:13]3[C:20]2[CH:25]=[CH:24][C:23]([O:26]C)=[CH:22][CH:21]=2)=[CH:4][CH:3]=1.B(Br)(Br)Br. (3) Given the product [Cl:9][C:10]1[CH:11]=[C:12]([CH:29]=[N:2][OH:3])[C:13]2[O:18][CH:17]([C:19]([F:22])([F:21])[F:20])[C:16]([C:23]([O:25][CH2:26][CH3:27])=[O:24])=[CH:15][C:14]=2[CH:28]=1, predict the reactants needed to synthesize it. The reactants are: Cl.[NH2:2][OH:3].C([O-])(=O)C.[Na+].[Cl:9][C:10]1[CH:11]=[C:12]([CH:29]=O)[C:13]2[O:18][CH:17]([C:19]([F:22])([F:21])[F:20])[C:16]([C:23]([O:25][CH2:26][CH3:27])=[O:24])=[CH:15][C:14]=2[CH:28]=1.